Dataset: Peptide-MHC class II binding affinity with 134,281 pairs from IEDB. Task: Regression. Given a peptide amino acid sequence and an MHC pseudo amino acid sequence, predict their binding affinity value. This is MHC class II binding data. (1) The peptide sequence is RYANPIAFFRKEPLK. The MHC is DRB4_0101 with pseudo-sequence DRB4_0103. The binding affinity (normalized) is 0.474. (2) The peptide sequence is MSNPLTSPISCSYSL. The MHC is HLA-DQA10102-DQB10501 with pseudo-sequence HLA-DQA10102-DQB10501. The binding affinity (normalized) is 0.522. (3) The peptide sequence is ASLIYRRRLMKQDFS. The MHC is DRB1_1302 with pseudo-sequence DRB1_1302. The binding affinity (normalized) is 0.0319. (4) The peptide sequence is GELQIVDKIDAAFKT. The MHC is DRB1_0404 with pseudo-sequence DRB1_0404. The binding affinity (normalized) is 0.407. (5) The MHC is DRB4_0101 with pseudo-sequence DRB4_0103. The binding affinity (normalized) is 0.494. The peptide sequence is VTDLFAAQPGLTSAV.